This data is from Full USPTO retrosynthesis dataset with 1.9M reactions from patents (1976-2016). The task is: Predict the reactants needed to synthesize the given product. (1) Given the product [Br:23][C:24]1[CH:25]=[CH:26][C:27]([CH2:30][CH2:31][C:32]([NH:34][CH2:35][C:36](=[O:43])[CH2:37][C:38]([CH3:42])([CH3:41])[CH2:39][CH3:40])=[O:33])=[CH:28][CH:29]=1, predict the reactants needed to synthesize it. The reactants are: CC(OI1(OC(C)=O)(OC(C)=O)OC(=O)C2C=CC=CC1=2)=O.[Br:23][C:24]1[CH:29]=[CH:28][C:27]([CH2:30][CH2:31][C:32]([NH:34][CH2:35][CH:36]([OH:43])[CH2:37][C:38]([CH3:42])([CH3:41])[CH2:39][CH3:40])=[O:33])=[CH:26][CH:25]=1.C([O-])(O)=O.[Na+].[O-]S([O-])(=S)=O.[Na+].[Na+]. (2) Given the product [CH2:38]([O:41][C:42]([O:44][C@H:45]1[C@H:50]([O:51][P:52]2(=[O:63])[O:58][CH2:57][C:56]3[CH:59]=[CH:60][CH:61]=[CH:62][C:55]=3[CH2:54][O:53]2)[C@@H:49]([CH2:64][O:65][CH2:66][C:67]2[CH:68]=[CH:69][CH:70]=[CH:71][CH:72]=2)[O:48][C@@H:47]([O:73][CH2:74][C@H:75]2[O:88][C@@H:79]([O:80][Si:81]([C:84]([CH3:85])([CH3:87])[CH3:86])([CH3:82])[CH3:83])[C@H:78]([N:89]=[N+:90]=[N-:91])[C@@H:77]([O:12][C:11](=[O:13])[CH2:10][C@H:9]([O:8][CH2:1][C:2]3[CH:7]=[CH:6][CH:5]=[CH:4][CH:3]=3)[CH2:14][CH2:15][CH2:16][CH2:17][CH2:18][CH2:19][CH2:20][CH2:21][CH3:22])[C@@H:76]2[O:93][CH2:94][C:95]2[CH:96]=[CH:97][CH:98]=[CH:99][CH:100]=2)[C@@H:46]1[NH:101][C:102](=[O:130])[CH2:103][C@H:104]([O:116][C:117](=[O:129])[CH2:118][CH2:119][CH2:120][CH2:121][CH2:122][CH2:123][CH2:124][CH2:125][CH2:126][CH2:127][CH3:128])[CH2:105][CH2:106][CH2:107][CH2:108][CH2:109][CH2:110][CH2:111][CH2:112][CH2:113][CH2:114][CH3:115])=[O:43])[CH:39]=[CH2:40], predict the reactants needed to synthesize it. The reactants are: [CH2:1]([O:8][C@H:9]([CH2:14][CH2:15][CH2:16][CH2:17][CH2:18][CH2:19][CH2:20][CH2:21][CH3:22])[CH2:10][C:11]([OH:13])=[O:12])[C:2]1[CH:7]=[CH:6][CH:5]=[CH:4][CH:3]=1.C1CCC(N=C=NC2CCCCC2)CC1.[CH2:38]([O:41][C:42]([O:44][C@H:45]1[C@H:50]([O:51][P:52]2(=[O:63])[O:58][CH2:57][C:56]3[CH:59]=[CH:60][CH:61]=[CH:62][C:55]=3[CH2:54][O:53]2)[C@@H:49]([CH2:64][O:65][CH2:66][C:67]2[CH:72]=[CH:71][CH:70]=[CH:69][CH:68]=2)[O:48][C@@H:47]([O:73][CH2:74][C@H:75]2[O:88][C@@H:79]([O:80][Si:81]([C:84]([CH3:87])([CH3:86])[CH3:85])([CH3:83])[CH3:82])[C@H:78]([N:89]=[N+:90]=[N-:91])[C@@H:77](O)[C@@H:76]2[O:93][CH2:94][C:95]2[CH:100]=[CH:99][CH:98]=[CH:97][CH:96]=2)[C@@H:46]1[NH:101][C:102](=[O:130])[CH2:103][C@H:104]([O:116][C:117](=[O:129])[CH2:118][CH2:119][CH2:120][CH2:121][CH2:122][CH2:123][CH2:124][CH2:125][CH2:126][CH2:127][CH3:128])[CH2:105][CH2:106][CH2:107][CH2:108][CH2:109][CH2:110][CH2:111][CH2:112][CH2:113][CH2:114][CH3:115])=[O:43])[CH:39]=[CH2:40].